This data is from Full USPTO retrosynthesis dataset with 1.9M reactions from patents (1976-2016). The task is: Predict the reactants needed to synthesize the given product. (1) Given the product [NH:24]1[CH2:25][CH:22]([NH:21][C:19](=[O:20])[CH2:18][NH:17][C:14]2[C:15]3[C:10](=[CH:9][CH:8]=[C:7]([C:2]([F:1])([F:33])[C:3]([F:6])([F:4])[F:5])[CH:16]=3)[CH:11]=[CH:12][N:13]=2)[CH2:23]1, predict the reactants needed to synthesize it. The reactants are: [F:1][C:2]([F:33])([C:7]1[CH:16]=[C:15]2[C:10]([CH:11]=[CH:12][N:13]=[C:14]2[NH:17][CH2:18][C:19]([NH:21][CH:22]2[CH2:25][N:24](C(OC(C)(C)C)=O)[CH2:23]2)=[O:20])=[CH:9][CH:8]=1)[C:3]([F:6])([F:5])[F:4].C(O)(C(F)(F)F)=O. (2) Given the product [CH:1]1([N:6]2[C:10]3[C:11]4[N:12]([C:25]([C:21]5[S:20][CH:24]=[CH:23][CH:22]=5)=[N:27][N:28]=4)[CH2:13][CH2:14][C:9]=3[C:8]([CH2:18][CH3:19])=[N:7]2)[CH2:2][CH2:3][CH2:4][CH2:5]1, predict the reactants needed to synthesize it. The reactants are: [CH:1]1([N:6]2[C:10]3[C:11](OCC)=[N:12][CH2:13][CH2:14][C:9]=3[C:8]([CH2:18][CH3:19])=[N:7]2)[CH2:5][CH2:4][CH2:3][CH2:2]1.[S:20]1[CH:24]=[CH:23][CH:22]=[C:21]1[C:25]([NH:27][NH2:28])=O. (3) Given the product [ClH:37].[Cl-:40].[C:6]([CH:8]1[CH2:13][CH2:12][N:11]([C:14](=[O:39])[CH2:15][N+:16]23[CH2:23][CH2:22][CH:19]([CH2:20][CH2:21]2)[C@H:18]([NH:24][C:25]([NH2:38])=[N:26][C:27]([C:29]2[C:34]([NH2:35])=[N:33][C:32]([NH2:36])=[C:31]([Cl:37])[N:30]=2)=[O:28])[CH2:17]3)[CH2:10][CH2:9]1)([OH:7])=[O:5], predict the reactants needed to synthesize it. The reactants are: C([O:5][C:6]([CH:8]1[CH2:13][CH2:12][N:11]([C:14](=[O:39])[CH2:15][N+:16]23[CH2:23][CH2:22][CH:19]([CH2:20][CH2:21]2)[C@H:18]([NH:24][C:25]([NH2:38])=[N:26][C:27]([C:29]2[C:34]([NH2:35])=[N:33][C:32]([NH2:36])=[C:31]([Cl:37])[N:30]=2)=[O:28])[CH2:17]3)[CH2:10][CH2:9]1)=[O:7])(C)(C)C.[Cl-:40]. (4) Given the product [F:1][C:2]1[CH:24]=[CH:23][CH:22]=[C:21]([C:25]([F:26])([F:27])[F:28])[C:3]=1[C:4]([NH:6][C:7]1[S:8][C:9]2[CH:10]3[O:20][CH:13]([CH2:14][C:15]=2[C:16]=1[C:17]([NH:33][CH2:32][CH2:31][C:30]([F:35])([F:34])[F:29])=[O:19])[CH2:12][CH2:11]3)=[O:5], predict the reactants needed to synthesize it. The reactants are: [F:1][C:2]1[CH:24]=[CH:23][CH:22]=[C:21]([C:25]([F:28])([F:27])[F:26])[C:3]=1[C:4]([NH:6][C:7]1[S:8][C:9]2[CH:10]3[O:20][CH:13]([CH2:14][C:15]=2[C:16]=1[C:17]([OH:19])=O)[CH2:12][CH2:11]3)=[O:5].[F:29][C:30]([F:35])([F:34])[CH2:31][CH2:32][NH2:33].N. (5) Given the product [I:27][C:23]1[CH:22]=[C:9]2[C:10](=[O:11])[C:12]([C:13]([O:15][CH2:16][CH3:17])=[O:14])=[CH:18][N:5]3[CH2:4][C:3](=[O:6])[N:2]([CH3:1])[C:25]([CH:24]=1)=[C:8]23, predict the reactants needed to synthesize it. The reactants are: [CH3:1][NH:2][C:3](=[O:6])[CH2:4][NH2:5].F[C:8]1[C:25](F)=[CH:24][C:23]([I:27])=[CH:22][C:9]=1[C:10]([C:12](=[CH:18]OCC)[C:13]([O:15][CH2:16][CH3:17])=[O:14])=[O:11].[H-].[Na+]. (6) Given the product [CH3:55][O:54][C:53]([NH:52][CH2:51][CH2:50][CH2:49][N:48]([C:46]1[CH:47]=[C:42]([Cl:41])[CH:43]=[CH:44][C:45]=1[CH3:63])[CH:57]1[CH2:62][CH2:61][CH2:60][N:59]([C:25]([NH:1][C@@H:2]([CH2:13][CH:14]2[CH2:15][CH2:16][CH2:17][CH2:18][CH2:19]2)[CH2:3][N:4]([CH3:12])[C:5](=[O:11])[O:6][C:7]([CH3:9])([CH3:10])[CH3:8])=[O:26])[CH2:58]1)=[O:56], predict the reactants needed to synthesize it. The reactants are: [NH2:1][C@@H:2]([CH2:13][CH:14]1[CH2:19][CH2:18][CH2:17][CH2:16][CH2:15]1)[CH2:3][N:4]([CH3:12])[C:5](=[O:11])[O:6][C:7]([CH3:10])([CH3:9])[CH3:8].C1N=CN([C:25](N2C=NC=C2)=[O:26])C=1.CCN(C(C)C)C(C)C.[Cl:41][C:42]1[CH:43]=[CH:44][C:45]([CH3:63])=[C:46]([N:48]([CH:57]2[CH2:62][CH2:61][CH2:60][NH:59][CH2:58]2)[CH2:49][CH2:50][CH2:51][NH:52][C:53](=[O:56])[O:54][CH3:55])[CH:47]=1. (7) Given the product [CH:1]1([N:5]([CH2:19][CH2:20][CH2:21][C:22]2[C:30]3[C:25](=[C:26]([F:32])[CH:27]=[C:28]([F:31])[CH:29]=3)[NH:24][CH:23]=2)[CH:6]2[CH2:15][C:14]3[C:13]([C:16]([NH:36][CH3:40])=[O:17])=[CH:12][CH:11]=[CH:10][C:9]=3[O:8][CH2:7]2)[CH2:2][CH2:3][CH2:4]1, predict the reactants needed to synthesize it. The reactants are: [CH:1]1([N:5]([CH2:19][CH2:20][CH2:21][C:22]2[C:30]3[C:25](=[C:26]([F:32])[CH:27]=[C:28]([F:31])[CH:29]=3)[NH:24][CH:23]=2)[CH:6]2[CH2:15][C:14]3[C:13]([C:16](O)=[O:17])=[CH:12][CH:11]=[CH:10][C:9]=3[O:8][CH2:7]2)[CH2:4][CH2:3][CH2:2]1.CN.O[N:36]1[C:40]2C=CC=CC=2N=N1.Cl.CN(C)CCCN=C=NCC. (8) Given the product [F:27][C:24]1[CH:23]=[CH:22][C:21]([C:18]2[NH:19][CH:20]=[C:16]([CH2:14][OH:13])[C:17]=2[C:28]2[CH:33]=[CH:32][N:31]=[CH:30][CH:29]=2)=[CH:26][CH:25]=1, predict the reactants needed to synthesize it. The reactants are: [H-].C([Al+]CC(C)C)C(C)C.C([O:13][C:14]([C:16]1[C:17]([C:28]2[CH:33]=[CH:32][N:31]=[CH:30][CH:29]=2)=[C:18]([C:21]2[CH:26]=[CH:25][C:24]([F:27])=[CH:23][CH:22]=2)[NH:19][CH:20]=1)=O)C. (9) Given the product [CH3:9][C@@H:6]1[CH2:5][N:4]([C:10]([O:12][C:13]([CH3:15])([CH3:14])[CH3:16])=[O:11])[C@H:3]([CH2:2][NH:1][C:24]2[N:29]=[CH:28][C:27]([C:30]([F:33])([F:32])[F:31])=[CH:26][N:25]=2)[CH2:8][CH2:7]1, predict the reactants needed to synthesize it. The reactants are: [NH2:1][CH2:2][C@@H:3]1[CH2:8][CH2:7][C@H:6]([CH3:9])[CH2:5][N:4]1[C:10]([O:12][C:13]([CH3:16])([CH3:15])[CH3:14])=[O:11].C(=O)([O-])[O-].[K+].[K+].Cl[C:24]1[N:29]=[CH:28][C:27]([C:30]([F:33])([F:32])[F:31])=[CH:26][N:25]=1. (10) Given the product [Br:1][C:2]1[CH:14]=[CH:13][C:5]2[O:6][C:7]3[CH:12]=[CH:11][C:10]([I:15])=[CH:9][C:8]=3[C:4]=2[CH:3]=1, predict the reactants needed to synthesize it. The reactants are: [Br:1][C:2]1[CH:14]=[CH:13][C:5]2[O:6][C:7]3[CH:12]=[CH:11][CH:10]=[CH:9][C:8]=3[C:4]=2[CH:3]=1.[I:15](O)(O)(O)(O)(O)=O.II.S(=O)(=O)(O)O.